This data is from Peptide-MHC class II binding affinity with 134,281 pairs from IEDB. The task is: Regression. Given a peptide amino acid sequence and an MHC pseudo amino acid sequence, predict their binding affinity value. This is MHC class II binding data. (1) The peptide sequence is VPNAPPAYEKLSAEQSPPPY. The MHC is DRB1_0101 with pseudo-sequence DRB1_0101. The binding affinity (normalized) is 0.524. (2) The peptide sequence is STGWNETIVENLLAN. The MHC is DRB1_1302 with pseudo-sequence DRB1_1302. The binding affinity (normalized) is 0.570. (3) The peptide sequence is AAYLATRGLDVVDAV. The MHC is DRB1_1001 with pseudo-sequence DRB1_1001. The binding affinity (normalized) is 1.00. (4) The peptide sequence is ESHGVAAVLFAATAA. The binding affinity (normalized) is 0.0674. The MHC is DRB3_0202 with pseudo-sequence DRB3_0202. (5) The peptide sequence is YYIRKESYQDFIYLLFAS. The MHC is DRB1_0101 with pseudo-sequence DRB1_0101. The binding affinity (normalized) is 0.187. (6) The peptide sequence is ASVIPPARLFKAFVL. The MHC is DRB1_1001 with pseudo-sequence DRB1_1001. The binding affinity (normalized) is 1.00.